This data is from Forward reaction prediction with 1.9M reactions from USPTO patents (1976-2016). The task is: Predict the product of the given reaction. Given the reactants [NH2:1][C:2]1[N:7]=[N:6][C:5]([N:8]2[CH2:13][CH2:12][N:11]([C:14]([C:16]3[CH:21]=[CH:20][CH:19]=[CH:18][C:17]=3[C:22]([F:25])([F:24])[F:23])=[O:15])[CH2:10][CH2:9]2)=[CH:4][CH:3]=1.Cl[C:27]([O:29][C:30](Cl)(Cl)Cl)=[O:28].[CH3:34][C:35]([CH3:40])([CH3:39])[CH2:36]CO.C(N(CC)CC)C, predict the reaction product. The product is: [CH3:34][C:35]([CH3:40])([CH3:39])[CH2:36][CH2:30][O:29][C:27](=[O:28])[NH:1][C:2]1[N:7]=[N:6][C:5]([N:8]2[CH2:9][CH2:10][N:11]([C:14](=[O:15])[C:16]3[CH:21]=[CH:20][CH:19]=[CH:18][C:17]=3[C:22]([F:25])([F:24])[F:23])[CH2:12][CH2:13]2)=[CH:4][CH:3]=1.